Dataset: Full USPTO retrosynthesis dataset with 1.9M reactions from patents (1976-2016). Task: Predict the reactants needed to synthesize the given product. (1) Given the product [CH3:17][CH2:16]/[CH:15]=[CH:14]\[CH2:13]/[CH:12]=[CH:11]\[CH2:10]/[CH:9]=[CH:8]\[CH2:7][CH2:6][CH2:5][CH2:4][CH2:3][CH2:2][CH2:1][C:1](=[O:20])[CH2:2][CH2:3][CH2:4][CH2:5][CH2:6][CH2:7][CH2:8]/[CH:9]=[CH:10]\[CH2:11]/[CH:12]=[CH:13]\[CH2:14]/[CH:15]=[CH:16]\[CH2:17][CH3:18], predict the reactants needed to synthesize it. The reactants are: [C:1]([O:20]C)(=O)[CH2:2][CH2:3][CH2:4][CH2:5][CH2:6][CH2:7][CH2:8]/[CH:9]=[CH:10]\[CH2:11]/[CH:12]=[CH:13]\[CH2:14]/[CH:15]=[CH:16]\[CH2:17][CH3:18].[H-].[Na+].[OH-].[Na+]. (2) Given the product [Br:11][C:12]1[CH:13]=[C:14]([Cl:21])[C:15]([CH:19]=[O:20])=[C:16]([Cl:18])[CH:17]=1, predict the reactants needed to synthesize it. The reactants are: C(Cl)(=O)C(Cl)=O.CS(C)=O.[Br:11][C:12]1[CH:17]=[C:16]([Cl:18])[C:15]([CH2:19][OH:20])=[C:14]([Cl:21])[CH:13]=1.C(N(CC)CC)C.C(=O)(O)[O-].[Na+]. (3) The reactants are: Br[C:2]1[CH:3]=[N:4][CH:5]=[C:6]([Br:8])[CH:7]=1.CC(C)([O-])C.[Na+].C1C=CC(P(C2C(C3C(P(C4C=CC=CC=4)C4C=CC=CC=4)=CC=C4C=3C=CC=C4)=C3C(C=CC=C3)=CC=2)C2C=CC=CC=2)=CC=1.[C:61]1([CH:67]([NH2:71])[CH2:68][CH2:69][CH3:70])[CH:66]=[CH:65][CH:64]=[CH:63][CH:62]=1. Given the product [Br:8][C:6]1[CH:7]=[C:2]([NH:71][CH:67]([C:61]2[CH:66]=[CH:65][CH:64]=[CH:63][CH:62]=2)[CH2:68][CH2:69][CH3:70])[CH:3]=[N:4][CH:5]=1, predict the reactants needed to synthesize it. (4) Given the product [F:16][C:17]1[CH:18]=[C:19]([CH:22]=[CH:23][CH:24]=1)[CH2:20][O:1][CH2:2][C:3]1[N:8]=[C:7]([NH:9][C:10](=[O:15])[C:11]([CH3:12])([CH3:14])[CH3:13])[CH:6]=[CH:5][CH:4]=1, predict the reactants needed to synthesize it. The reactants are: [OH:1][CH2:2][C:3]1[N:8]=[C:7]([NH:9][C:10](=[O:15])[C:11]([CH3:14])([CH3:13])[CH3:12])[CH:6]=[CH:5][CH:4]=1.[F:16][C:17]1[CH:18]=[C:19]([CH:22]=[CH:23][CH:24]=1)[CH2:20]Br. (5) Given the product [CH3:24][C:25]1[CH:26]=[CH:27][C:28]2[N:29]([CH:31]=[C:32]([CH2:34][N:11]([CH:9]3[C:10]4[N:1]=[CH:2][CH:3]=[CH:4][C:5]=4[CH2:6][CH2:7][CH2:8]3)[CH2:12][CH2:13][CH2:14][CH2:15][NH2:16])[N:33]=2)[CH:30]=1, predict the reactants needed to synthesize it. The reactants are: [N:1]1[C:10]2[CH:9]([NH:11][CH2:12][CH2:13][CH2:14][CH2:15][NH:16]C(=O)OC(C)(C)C)[CH2:8][CH2:7][CH2:6][C:5]=2[CH:4]=[CH:3][CH:2]=1.[CH3:24][C:25]1[CH:26]=[CH:27][C:28]2[N:29]([CH:31]=[C:32]([CH:34]=O)[N:33]=2)[CH:30]=1. (6) Given the product [Cl:23][C:5]1[C:6]([NH:8][CH:9]2[CH2:14][CH2:13][N:12]([C:15]3[N:20]=[N:19][C:18]([C:21]#[N:22])=[CH:17][CH:16]=3)[CH2:11][CH2:10]2)=[N:7][C:2]([NH:36][C:30]2[CH:31]=[CH:32][C:33]3[C:28]([CH:29]=2)=[N:27][N:26]([CH3:25])[C:34]=3[CH3:35])=[N:3][CH:4]=1, predict the reactants needed to synthesize it. The reactants are: Cl[C:2]1[N:7]=[C:6]([NH:8][CH:9]2[CH2:14][CH2:13][N:12]([C:15]3[N:20]=[N:19][C:18]([C:21]#[N:22])=[CH:17][CH:16]=3)[CH2:11][CH2:10]2)[C:5]([Cl:23])=[CH:4][N:3]=1.Cl.[CH3:25][N:26]1[C:34]([CH3:35])=[C:33]2[C:28]([CH:29]=[C:30]([NH2:36])[CH:31]=[CH:32]2)=[N:27]1.C1C=CC(P(C2C(C3C(P(C4C=CC=CC=4)C4C=CC=CC=4)=CC=C4C=3C=CC=C4)=C3C(C=CC=C3)=CC=2)C2C=CC=CC=2)=CC=1.C(=O)([O-])[O-].[Cs+].[Cs+].